Dataset: Full USPTO retrosynthesis dataset with 1.9M reactions from patents (1976-2016). Task: Predict the reactants needed to synthesize the given product. (1) Given the product [Si:5]([O:9][C@H:10]([CH3:17])[CH2:11][C:12]([O:14][CH2:15][CH3:16])=[O:13])([C:1]([CH3:4])([CH3:3])[CH3:2])([CH3:7])[CH3:6], predict the reactants needed to synthesize it. The reactants are: [C:1]([Si:5](Cl)([CH3:7])[CH3:6])([CH3:4])([CH3:3])[CH3:2].[OH:9][C@H:10]([CH3:17])[CH2:11][C:12]([O:14][CH2:15][CH3:16])=[O:13].N1C=CN=C1. (2) Given the product [NH2:7][C:8]1[CH:13]=[CH:12][C:11]([S:14][C:15]2[CH:20]=[CH:19][C:18]([C:21]([NH:22][C@H:23]([C:25]3[CH:26]=[CH:27][CH:28]=[CH:29][CH:30]=3)[CH3:24])=[O:31])=[CH:17][C:16]=2[NH:32][C:33]2[C:34]3[CH:42]=[CH:41][C:40]([CH:43]([CH3:45])[CH3:44])=[N:39][C:35]=3[N:36]=[CH:37][N:38]=2)=[CH:10][CH:9]=1, predict the reactants needed to synthesize it. The reactants are: C(OC(=O)[NH:7][C:8]1[CH:13]=[CH:12][C:11]([S:14][C:15]2[CH:20]=[CH:19][C:18]([C:21](=[O:31])[NH:22][C@H:23]([C:25]3[CH:30]=[CH:29][CH:28]=[CH:27][CH:26]=3)[CH3:24])=[CH:17][C:16]=2[NH:32][C:33]2[C:34]3[CH:42]=[CH:41][C:40]([CH:43]([CH3:45])[CH3:44])=[N:39][C:35]=3[N:36]=[CH:37][N:38]=2)=[CH:10][CH:9]=1)(C)(C)C.FC(F)(F)C(O)=O.CCOC(C)=O.C([O-])([O-])=O.[K+].[K+]. (3) Given the product [S:30](=[O:32])(=[O:31])([O:28][C:21]1[CH:22]=[CH:23][C:24]2[C@@H:25]3[C@H:16]([C@H:13]4[C@@:11]([CH2:27][CH2:26]3)([CH3:12])[C:10]([C:8](=[O:9])[NH:7][CH2:3][CH2:4][CH2:5][CH3:6])=[CH:15][CH2:14]4)[CH2:17][CH2:18][C:19]=2[CH:20]=1)[NH2:33], predict the reactants needed to synthesize it. The reactants are: [H-].[Na+].[CH2:3]([NH:7][C:8]([C:10]1[C@:11]2([CH2:27][CH2:26][C@H:25]3[C@@H:16]([CH2:17][CH2:18][C:19]4[CH:20]=[C:21]([OH:28])[CH:22]=[CH:23][C:24]=43)[C@@H:13]2[CH2:14][CH:15]=1)[CH3:12])=[O:9])[CH2:4][CH2:5][CH3:6].Cl[S:30]([NH2:33])(=[O:32])=[O:31].C(=O)(O)[O-].[Na+].